Task: Regression. Given two drug SMILES strings and cell line genomic features, predict the synergy score measuring deviation from expected non-interaction effect.. Dataset: NCI-60 drug combinations with 297,098 pairs across 59 cell lines (1) Drug 1: CN(C)N=NC1=C(NC=N1)C(=O)N. Drug 2: CCC1=C2CN3C(=CC4=C(C3=O)COC(=O)C4(CC)O)C2=NC5=C1C=C(C=C5)O. Cell line: SF-295. Synergy scores: CSS=34.1, Synergy_ZIP=0.310, Synergy_Bliss=5.41, Synergy_Loewe=7.28, Synergy_HSA=8.00. (2) Cell line: NCI-H460. Synergy scores: CSS=53.8, Synergy_ZIP=0.521, Synergy_Bliss=0.133, Synergy_Loewe=-6.77, Synergy_HSA=-0.402. Drug 2: N.N.Cl[Pt+2]Cl. Drug 1: CCN(CC)CCNC(=O)C1=C(NC(=C1C)C=C2C3=C(C=CC(=C3)F)NC2=O)C. (3) Drug 1: CCC1(CC2CC(C3=C(CCN(C2)C1)C4=CC=CC=C4N3)(C5=C(C=C6C(=C5)C78CCN9C7C(C=CC9)(C(C(C8N6C=O)(C(=O)OC)O)OC(=O)C)CC)OC)C(=O)OC)O.OS(=O)(=O)O. Drug 2: CC1=C(C=C(C=C1)C(=O)NC2=CC(=CC(=C2)C(F)(F)F)N3C=C(N=C3)C)NC4=NC=CC(=N4)C5=CN=CC=C5. Cell line: OVCAR-8. Synergy scores: CSS=-0.829, Synergy_ZIP=-1.51, Synergy_Bliss=-5.11, Synergy_Loewe=-4.62, Synergy_HSA=-4.98. (4) Synergy scores: CSS=11.4, Synergy_ZIP=-4.91, Synergy_Bliss=1.01, Synergy_Loewe=-13.2, Synergy_HSA=0.214. Drug 1: CN(CCCl)CCCl.Cl. Drug 2: C1CNP(=O)(OC1)N(CCCl)CCCl. Cell line: IGROV1. (5) Drug 1: CC(CN1CC(=O)NC(=O)C1)N2CC(=O)NC(=O)C2. Drug 2: CS(=O)(=O)OCCCCOS(=O)(=O)C. Cell line: SF-268. Synergy scores: CSS=21.1, Synergy_ZIP=0.558, Synergy_Bliss=5.99, Synergy_Loewe=3.49, Synergy_HSA=5.19. (6) Drug 1: COC1=NC(=NC2=C1N=CN2C3C(C(C(O3)CO)O)O)N. Drug 2: CC12CCC3C(C1CCC2OP(=O)(O)O)CCC4=C3C=CC(=C4)OC(=O)N(CCCl)CCCl.[Na+]. Cell line: RPMI-8226. Synergy scores: CSS=8.53, Synergy_ZIP=3.81, Synergy_Bliss=0.950, Synergy_Loewe=3.91, Synergy_HSA=0.273. (7) Drug 1: C1C(C(OC1N2C=C(C(=O)NC2=O)F)CO)O. Drug 2: CC=C1C(=O)NC(C(=O)OC2CC(=O)NC(C(=O)NC(CSSCCC=C2)C(=O)N1)C(C)C)C(C)C. Cell line: BT-549. Synergy scores: CSS=23.8, Synergy_ZIP=-6.51, Synergy_Bliss=-5.90, Synergy_Loewe=-4.89, Synergy_HSA=-3.16. (8) Drug 1: C1CCC(C1)C(CC#N)N2C=C(C=N2)C3=C4C=CNC4=NC=N3. Drug 2: CC(C1=C(C=CC(=C1Cl)F)Cl)OC2=C(N=CC(=C2)C3=CN(N=C3)C4CCNCC4)N. Cell line: RXF 393. Synergy scores: CSS=-3.26, Synergy_ZIP=-1.84, Synergy_Bliss=-5.68, Synergy_Loewe=-6.12, Synergy_HSA=-6.13. (9) Drug 1: CCCS(=O)(=O)NC1=C(C(=C(C=C1)F)C(=O)C2=CNC3=C2C=C(C=N3)C4=CC=C(C=C4)Cl)F. Drug 2: CN1CCC(CC1)COC2=C(C=C3C(=C2)N=CN=C3NC4=C(C=C(C=C4)Br)F)OC. Cell line: HS 578T. Synergy scores: CSS=-6.26, Synergy_ZIP=5.99, Synergy_Bliss=4.68, Synergy_Loewe=-4.29, Synergy_HSA=-3.22.